The task is: Predict the reactants needed to synthesize the given product.. This data is from Full USPTO retrosynthesis dataset with 1.9M reactions from patents (1976-2016). (1) The reactants are: [N:1]1([C:7]([O:9][C:10]([CH3:13])([CH3:12])[CH3:11])=[O:8])[CH2:6][CH2:5][NH:4][CH2:3][CH2:2]1.[F:14][C:15]1[CH:20]=[CH:19][C:18]([C:21]2[S:22][CH:23]=[C:24]([CH:26]=O)[N:25]=2)=[CH:17][CH:16]=1.C(O[BH-](OC(=O)C)OC(=O)C)(=O)C.[Na+]. Given the product [F:14][C:15]1[CH:16]=[CH:17][C:18]([C:21]2[S:22][CH:23]=[C:24]([CH2:26][N:4]3[CH2:5][CH2:6][N:1]([C:7]([O:9][C:10]([CH3:13])([CH3:12])[CH3:11])=[O:8])[CH2:2][CH2:3]3)[N:25]=2)=[CH:19][CH:20]=1, predict the reactants needed to synthesize it. (2) Given the product [CH3:1][N:2]1[C:10]2[C:5](=[CH:6][CH:7]=[CH:8][CH:9]=2)[C:4]([C:11]2[C:12](=[O:24])[NH:13][C:14](=[O:23])[C:15]=2[C:16]2[CH:21]=[CH:20][CH:19]=[C:18]([NH:22][CH2:31][CH:29]3[CH2:28][O:27][C:26]([CH3:33])([CH3:25])[O:30]3)[CH:17]=2)=[CH:3]1, predict the reactants needed to synthesize it. The reactants are: [CH3:1][N:2]1[C:10]2[C:5](=[CH:6][CH:7]=[CH:8][CH:9]=2)[C:4]([C:11]2[C:12](=[O:24])[NH:13][C:14](=[O:23])[C:15]=2[C:16]2[CH:21]=[CH:20][CH:19]=[C:18]([NH2:22])[CH:17]=2)=[CH:3]1.[CH3:25][C:26]1([CH3:33])[O:30][CH:29]([CH:31]=O)[CH2:28][O:27]1.[BH-](OC(C)=O)(OC(C)=O)OC(C)=O.[Na+]. (3) Given the product [CH2:16]([N:19]([C:8]1[N:10]=[C:11]([N:19]([CH2:20][CH:21]=[CH2:22])[CH2:16][CH:17]=[CH2:18])[N:13]=[C:14]([N:19]([CH2:20][CH:21]=[CH2:22])[CH2:16][CH:17]=[CH2:18])[N:7]=1)[CH2:20][CH:21]=[CH2:22])[CH:17]=[CH2:18], predict the reactants needed to synthesize it. The reactants are: C(=O)([O-])[O-].[Na+].[Na+].[N:7]1[C:14](Cl)=[N:13][C:11](Cl)=[N:10][C:8]=1Cl.[CH2:16]([NH:19][CH2:20][CH:21]=[CH2:22])[CH:17]=[CH2:18].[OH-].[Na+]. (4) Given the product [OH:21][CH2:20][C:19]1[C:18](=[O:22])[NH:23][C:26]2[C:27]([CH:28]=1)=[CH:30][CH:31]=[C:32]([N+:34]([O-:36])=[O:35])[CH:33]=2, predict the reactants needed to synthesize it. The reactants are: O1CCCC1.C[Si](C)(C)[N-][Si](C)(C)C.[Li+].CO[C:18](=[O:22])[CH2:19][CH2:20][OH:21].[N+:23]([C:26]1[CH:33]=[C:32]([N+:34]([O-:36])=[O:35])[CH:31]=[CH:30][C:27]=1[CH:28]=O)([O-])=O.